This data is from Full USPTO retrosynthesis dataset with 1.9M reactions from patents (1976-2016). The task is: Predict the reactants needed to synthesize the given product. (1) The reactants are: C[C@@H:2]1[C@@H:16]2[C:11](=[C:12]([OH:31])[C@:13]3(O)C(=O)C(C(N)=O)=C(O)[C@@H](N(C)C)[C@@H:14]3[C@H:15]2O)C(=O)C2C(O)=[CH:6][CH:5]=[CH:4][C:3]1=2.[CH2:33]1N(CCO)CCN(CCS(O)(=O)=O)C1.[OH-].[K+].[Cl-].[K+].[Mg+2].[Cl-].[Cl-].C(N(CC(O)=O)CC(O)=O)CN(CC(O)=O)CC(O)=O.C(N(CC(O)=O)CC(O)=O)COCCOCCN(CC(O)=O)CC(O)=O.SC[C@H]([C@@H](CS)O)O.C(O)[C@H]1O[C@H](O[C@:117]2([CH2:126]O)O[C@H:120]([CH2:122]O)[C@@H:119]([OH:124])[C@@H:118]2[OH:125])[C@H](O)[C@@H](O)[C@@H]1O. Given the product [CH3:33][C@@:117]12[C@@H:118]([OH:125])[C@H:119]([OH:124])[CH2:120][C@H:122]1[C@@H:4]1[CH2:3][CH2:2][C:16]3[CH:11]=[C:12]([OH:31])[CH:13]=[CH:14][C:15]=3[C@H:5]1[CH2:6][CH2:126]2, predict the reactants needed to synthesize it. (2) Given the product [C:11]([O:15][C:16]([N:18]1[CH2:23][CH2:22][CH:21]([O:24][C:2]2[C:7]([O:8][CH3:9])=[C:6]([Cl:10])[N:5]=[CH:4][N:3]=2)[CH2:20][CH2:19]1)=[O:17])([CH3:14])([CH3:12])[CH3:13], predict the reactants needed to synthesize it. The reactants are: Cl[C:2]1[C:7]([O:8][CH3:9])=[C:6]([Cl:10])[N:5]=[CH:4][N:3]=1.[C:11]([O:15][C:16]([N:18]1[CH2:23][CH2:22][CH:21]([OH:24])[CH2:20][CH2:19]1)=[O:17])([CH3:14])([CH3:13])[CH3:12].CC(C)([O-])C.[K+].[Cl-].[NH4+]. (3) Given the product [NH2:29][CH2:28][C:27]([N:24]1[CH2:23][CH2:22][C:21]2[CH:38]=[CH:39][C:18]([C:15]3[N:14]=[C:13]([C:5]4[CH:4]=[C:3]([C:1]#[N:2])[C:8]([O:9][CH2:10][CH2:11][CH3:12])=[N:7][CH:6]=4)[O:17][N:16]=3)=[CH:19][C:20]=2[CH2:26][CH2:25]1)=[O:37], predict the reactants needed to synthesize it. The reactants are: [C:1]([C:3]1[CH:4]=[C:5]([C:13]2[O:17][N:16]=[C:15]([C:18]3[CH:39]=[CH:38][C:21]4[CH2:22][CH2:23][N:24]([C:27](=[O:37])[CH2:28][NH:29]C(=O)OC(C)(C)C)[CH2:25][CH2:26][C:20]=4[CH:19]=3)[N:14]=2)[CH:6]=[N:7][C:8]=1[O:9][CH2:10][CH2:11][CH3:12])#[N:2].FC(F)(F)C(O)=O. (4) Given the product [F:11][C:9]([F:12])([F:10])[C:6]1[CH:7]=[CH:8][C:3]([N:1]2[C:24]([OH:25])=[C:15]3[C:14]([CH2:23][CH2:22][C:21]4[CH:20]=[CH:19][CH:18]=[CH:17][C:16]=43)=[N:2]2)=[N:4][CH:5]=1, predict the reactants needed to synthesize it. The reactants are: [NH:1]([C:3]1[CH:8]=[CH:7][C:6]([C:9]([F:12])([F:11])[F:10])=[CH:5][N:4]=1)[NH2:2].O=[C:14]1[CH2:23][CH2:22][C:21]2[C:16](=[CH:17][CH:18]=[CH:19][CH:20]=2)[CH:15]1[C:24](OCC)=[O:25].